This data is from Forward reaction prediction with 1.9M reactions from USPTO patents (1976-2016). The task is: Predict the product of the given reaction. (1) Given the reactants Br[C:2]1[CH:3]=[C:4]2[C:8](=[CH:9][C:10]=1[Cl:11])[NH:7][CH:6]=[CH:5]2.C(=O)([O-])[O-].[Na+].[Na+].[CH3:18][O:19][C:20]1[CH:25]=[CH:24][C:23](B(O)O)=[CH:22][CH:21]=1.[NH4+].[Cl-], predict the reaction product. The product is: [Cl:11][C:10]1[CH:9]=[C:8]2[C:4]([CH:5]=[CH:6][NH:7]2)=[CH:3][C:2]=1[C:23]1[CH:24]=[CH:25][C:20]([O:19][CH3:18])=[CH:21][CH:22]=1. (2) Given the reactants [NH2:1][C:2]1[CH:3]=[C:4]([CH:8]=[CH:9][C:10]=1[OH:11])[C:5]([OH:7])=[O:6].C(=O)([O-])[O-].[K+].[K+].Cl[CH2:19][C:20](Cl)=[O:21].Cl, predict the reaction product. The product is: [O:21]=[C:20]1[NH:1][C:2]2[CH:3]=[C:4]([C:5]([OH:7])=[O:6])[CH:8]=[CH:9][C:10]=2[O:11][CH2:19]1. (3) Given the reactants [Cl:1][C:2]1[CH:7]=[C:6]([Cl:8])[CH:5]=[CH:4][C:3]=1[C:9]1[NH:14][C:13](=O)[C:12]([C:16]#[N:17])=[CH:11][C:10]=1[C:18]1[CH:23]=[CH:22][C:21]([CH3:24])=[CH:20][CH:19]=1.P(Cl)(Cl)([Cl:27])=O, predict the reaction product. The product is: [Cl:27][C:13]1[N:14]=[C:9]([C:3]2[CH:4]=[CH:5][C:6]([Cl:8])=[CH:7][C:2]=2[Cl:1])[C:10]([C:18]2[CH:23]=[CH:22][C:21]([CH3:24])=[CH:20][CH:19]=2)=[CH:11][C:12]=1[C:16]#[N:17]. (4) Given the reactants [CH3:1][O:2][C:3]1[CH:4]=[C:5]2[C:10](=[CH:11][C:12]=1[O:13][CH3:14])[C:9]([CH3:15])=[N:8][CH:7]=[C:6]2[OH:16].CCN(CC)CC.[O:24](S(C(F)(F)F)(=O)=O)[S:25]([C:28]([F:31])([F:30])[F:29])(=O)=[O:26].CO.C(Cl)Cl, predict the reaction product. The product is: [F:29][C:28]([F:31])([F:30])[S:25]([O:16][C:6]1[C:5]2[C:10](=[CH:11][C:12]([O:13][CH3:14])=[C:3]([O:2][CH3:1])[CH:4]=2)[C:9]([CH3:15])=[N:8][CH:7]=1)(=[O:26])=[O:24]. (5) Given the reactants [NH:1]([C:3]1[CH:11]=[CH:10][C:6]([C:7]([OH:9])=[O:8])=[CH:5][CH:4]=1)[NH2:2].C([O:14][C:15]([CH:17]1[CH2:21][CH2:20][CH2:19][C:18]1=O)=O)C.C1(C)C=CC(S(O)(=O)=O)=CC=1, predict the reaction product. The product is: [O:14]=[C:15]1[CH:17]2[CH2:21][CH2:20][CH2:19][C:18]2=[N:2][N:1]1[C:3]1[CH:4]=[CH:5][C:6]([C:7]([OH:9])=[O:8])=[CH:10][CH:11]=1. (6) The product is: [CH3:1][N:2]1[C:7](=[O:8])[CH:6]=[C:5]([N:9]2[CH2:10][CH2:11][O:12][CH2:13][CH2:14]2)[N:4]=[C:3]1[CH2:15][C:16]([NH:20][C:21]1[CH:26]=[CH:25][CH:24]=[CH:23][CH:22]=1)=[O:18]. Given the reactants [CH3:1][N:2]1[C:7](=[O:8])[CH:6]=[C:5]([N:9]2[CH2:14][CH2:13][O:12][CH2:11][CH2:10]2)[N:4]=[C:3]1[CH2:15][C:16]([O-:18])=O.[Na+].[NH2:20][C:21]1[CH:26]=[CH:25][CH:24]=[CH:23][CH:22]=1.Cl.CN(C)CCCN=C=NCC, predict the reaction product.